From a dataset of Forward reaction prediction with 1.9M reactions from USPTO patents (1976-2016). Predict the product of the given reaction. Given the reactants [OH:1][C:2]1[CH:3]=[CH:4][C:5]([O:8][C:9]2[CH:14]=[CH:13][C:12]([CH2:15][CH2:16][C@@H:17]([NH:19][C:20](=[O:22])[CH3:21])[CH3:18])=[CH:11][CH:10]=2)=[N:6][CH:7]=1.I[CH:24]([CH3:26])[CH3:25], predict the reaction product. The product is: [CH:24]([O:1][C:2]1[CH:3]=[CH:4][C:5]([O:8][C:9]2[CH:14]=[CH:13][C:12]([CH2:15][CH2:16][C@@H:17]([NH:19][C:20](=[O:22])[CH3:21])[CH3:18])=[CH:11][CH:10]=2)=[N:6][CH:7]=1)([CH3:26])[CH3:25].